From a dataset of Reaction yield outcomes from USPTO patents with 853,638 reactions. Predict the reaction yield, written as a fraction of the theoretical maximum amount of product (1.0 means a 100% yield; for example, 0.34 means a 34% yield). (1) The reactants are C1COCC1.[C:6]([C:10]1[C:15]([F:16])=[CH:14][C:13]([CH:17]2[CH2:19][CH:18]2[C:20]([O:22]CC)=[O:21])=[CH:12][C:11]=1[F:25])([CH3:9])([CH3:8])[CH3:7].[OH-].[Na+]. The catalyst is CO. The product is [C:6]([C:10]1[C:11]([F:25])=[CH:12][C:13]([CH:17]2[CH2:19][CH:18]2[C:20]([OH:22])=[O:21])=[CH:14][C:15]=1[F:16])([CH3:9])([CH3:7])[CH3:8]. The yield is 0.880. (2) The reactants are [C:1]([Si:5]([O:18][C@@H:19]1[CH2:25][C@H:24](C(C)=C)[CH2:23][C@@H:22]2[C@@:20]1([CH3:29])[O:21]2)([C:12]1[CH:17]=[CH:16][CH:15]=[CH:14][CH:13]=1)[C:6]1[CH:11]=[CH:10][CH:9]=[CH:8][CH:7]=1)([CH3:4])([CH3:3])[CH3:2].C([O-])(O)=[O:31].[Na+].O=[O+][O-].[N+](C1C=CC(C(Cl)=O)=CC=1)([O-])=O.C([O-])([O-])=O.[K+].[K+]. The catalyst is ClCCl.CO.O. The product is [Si:5]([O:18][C@H:19]1[C@@:20]2([CH3:29])[C@H:22]([O:21]2)[CH2:23][C@@H:24]([OH:31])[CH2:25]1)([C:1]([CH3:2])([CH3:4])[CH3:3])([C:6]1[CH:11]=[CH:10][CH:9]=[CH:8][CH:7]=1)[C:12]1[CH:13]=[CH:14][CH:15]=[CH:16][CH:17]=1. The yield is 0.760. (3) The reactants are [F:1][C:2]1[CH:7]=[CH:6][CH:5]=[C:4]([C:8]([CH3:10])=[CH2:9])[C:3]=1[N+:11]([O-])=O. The product is [F:1][C:2]1[CH:7]=[CH:6][CH:5]=[C:4]([CH:8]([CH3:10])[CH3:9])[C:3]=1[NH2:11]. The yield is 0.850. The catalyst is C(OCC)(=O)C.[Pd]. (4) The reactants are Cl[C:2]1[C:11]2[C:6](=[CH:7][C:8]([O:20][CH3:21])=[CH:9][C:10]=2[O:12][CH:13]2[CH2:18][CH2:17][N:16]([CH3:19])[CH2:15][CH2:14]2)[N:5]=[CH:4][N:3]=1.[Cl:22][C:23]1[CH:24]=[C:25]([CH:27]=[CH:28][C:29]=1[F:30])[NH2:26]. No catalyst specified. The product is [Cl:22][C:23]1[CH:24]=[C:25]([CH:27]=[CH:28][C:29]=1[F:30])[NH:26][C:2]1[C:11]2[C:6](=[CH:7][C:8]([O:20][CH3:21])=[CH:9][C:10]=2[O:12][CH:13]2[CH2:18][CH2:17][N:16]([CH3:19])[CH2:15][CH2:14]2)[N:5]=[CH:4][N:3]=1. The yield is 0.310. (5) The reactants are B1(B2OC(C)(C)C(C)(C)O2)OC(C)(C)C(C)(C)O1.C([O-])(=O)C.[K+].[Br:24][C:25]1[CH:26]=[C:27]2[C:32](=[CH:33][CH:34]=1)[N:31]=[N:30][CH:29]=[C:28]2Cl.CN(C=O)C. The catalyst is C1C=CC([PH+]([C]2[CH][CH][CH][CH]2)C2C=CC=CC=2)=CC=1.C1C=CC([PH+]([C]2[CH][CH][CH][CH]2)C2C=CC=CC=2)=CC=1.C(Cl)Cl.Cl[Pd]Cl.[Fe]. The product is [Br:24][C:25]1[CH:26]=[C:27]2[C:32](=[CH:33][CH:34]=1)[N:31]=[N:30][CH:29]=[CH:28]2. The yield is 0.310. (6) The reactants are [CH2:1]([O:8][C:9]1[CH:14]=[CH:13][N:12]([C:15]2[CH:16]=[CH:17][C:18]3[C:19]4[CH2:28][NH:27][CH2:26][CH2:25][C:20]=4[N:21]([CH3:24])[C:22]=3[CH:23]=2)[C:11](=[O:29])[CH:10]=1)[C:2]1[CH:7]=[CH:6][CH:5]=[CH:4][CH:3]=1.Cl[CH2:31][C:32]([N:34]1[CH2:38][CH2:37][CH2:36][CH2:35]1)=[O:33].C([O-])([O-])=O.[K+].[K+]. The catalyst is CN(C=O)C. The product is [CH2:1]([O:8][C:9]1[CH:14]=[CH:13][N:12]([C:15]2[CH:16]=[CH:17][C:18]3[C:19]4[CH2:28][N:27]([CH2:31][C:32](=[O:33])[N:34]5[CH2:38][CH2:37][CH2:36][CH2:35]5)[CH2:26][CH2:25][C:20]=4[N:21]([CH3:24])[C:22]=3[CH:23]=2)[C:11](=[O:29])[CH:10]=1)[C:2]1[CH:3]=[CH:4][CH:5]=[CH:6][CH:7]=1. The yield is 0.270. (7) The reactants are ClC1SC(S([NH:10][C:11]2[CH:12]=[N:13][CH:14]=[CH:15][C:16]=2[OH:17])(=O)=O)=CC=1.[Br:18][C:19]1[CH:24]=[CH:23][C:22]([S:25](Cl)(=[O:27])=[O:26])=[CH:21][C:20]=1[F:29].ClC1SC(S(Cl)(=O)=O)=CC=1. No catalyst specified. The product is [Br:18][C:19]1[CH:24]=[CH:23][C:22]([S:25]([NH:10][C:11]2[CH:12]=[N:13][CH:14]=[CH:15][C:16]=2[OH:17])(=[O:27])=[O:26])=[CH:21][C:20]=1[F:29]. The yield is 0.680. (8) The reactants are Cl.[NH2:2][OH:3].C(=O)([O-])O.[Na+].[CH3:9][O:10][CH:11]([O:15][CH3:16])[CH2:12][C:13]#[N:14]. The catalyst is CO. The product is [OH:3][NH:2][C:13](=[NH:14])[CH2:12][CH:11]([O:15][CH3:16])[O:10][CH3:9]. The yield is 0.870. (9) The reactants are [NH2:1][C:2]1[CH:6]=[CH:5][NH:4][C:3]=1[C:7]([O:9][CH2:10][CH3:11])=[O:8].[F:12][C:13]1[C:21]2[N:20]=[C:19]([S:22][C:23]3[O:27][C:26]([CH:28]=O)=[CH:25][CH:24]=3)[NH:18][C:17]=2[CH:16]=[C:15]([F:30])[CH:14]=1.[C:31]1(=O)[CH2:36][CH2:35][CH2:34][C:33](=[O:37])[CH2:32]1. The catalyst is C(O)CCC. The product is [CH2:10]([O:9][C:7]([C:3]1[NH:4][CH:5]=[C:6]2[CH:28]([C:26]3[O:27][C:23]([S:22][C:19]4[NH:18][C:17]5[CH:16]=[C:15]([F:30])[CH:14]=[C:13]([F:12])[C:21]=5[N:20]=4)=[CH:24][CH:25]=3)[C:32]3[C:33](=[O:37])[CH2:34][CH2:35][CH2:36][C:31]=3[NH:1][C:2]=12)=[O:8])[CH3:11]. The yield is 0.360. (10) The reactants are [NH2:1][C:2]1[CH:7]=[CH:6][C:5]([OH:8])=[CH:4][N:3]=1.CC(C)([O-])C.[K+].Cl[C:16]1[CH:21]=[CH:20][N:19]=[C:18]([C:22]([NH:24][CH3:25])=[O:23])[CH:17]=1. The catalyst is CC(N(C)C)=O. The product is [NH2:1][C:2]1[N:3]=[CH:4][C:5]([O:8][C:16]2[CH:21]=[CH:20][N:19]=[C:18]([C:22]([NH:24][CH3:25])=[O:23])[CH:17]=2)=[CH:6][CH:7]=1. The yield is 0.610.